This data is from Catalyst prediction with 721,799 reactions and 888 catalyst types from USPTO. The task is: Predict which catalyst facilitates the given reaction. (1) Reactant: C[O:2][C:3]1[CH:4]=[CH:5][C:6]2[O:10][C:9]([C:11]3[CH:12]=[CH:13][C:14]([C:17]([NH2:19])=[O:18])=[N:15][CH:16]=3)=[CH:8][C:7]=2[CH:20]=1.C(Cl)Cl.B(Br)(Br)Br.C([O-])(O)=O.[Na+]. Product: [OH:2][C:3]1[CH:4]=[CH:5][C:6]2[O:10][C:9]([C:11]3[CH:12]=[CH:13][C:14]([C:17]([NH2:19])=[O:18])=[N:15][CH:16]=3)=[CH:8][C:7]=2[CH:20]=1. The catalyst class is: 6. (2) Reactant: [CH3:1][CH:2]([CH2:18][S:19][CH3:20])[C:3]([NH:5][C:6]1[S:10][C:9]([C:11]2[CH:12]=[N:13][CH:14]=[CH:15][CH:16]=2)=[N:8][C:7]=1[CH3:17])=O.COC1C=CC(P2(SP(C3C=CC(OC)=CC=3)(=S)S2)=[S:30])=CC=1. Product: [CH3:1][CH:2]([CH2:18][S:19][CH3:20])[C:3]([NH:5][C:6]1[S:10][C:9]([C:11]2[CH:12]=[N:13][CH:14]=[CH:15][CH:16]=2)=[N:8][C:7]=1[CH3:17])=[S:30]. The catalyst class is: 12.